From a dataset of Forward reaction prediction with 1.9M reactions from USPTO patents (1976-2016). Predict the product of the given reaction. (1) Given the reactants [CH3:1][C:2]1[O:6][N:5]=[CH:4][C:3]=1[C:7]([OH:9])=O.Cl.[C:11]1([C:17]2[N:21]=[C:20]([C@H:22]3[CH2:27][CH2:26][CH2:25][NH:24][CH2:23]3)[O:19][N:18]=2)[CH:16]=[CH:15][CH:14]=[CH:13][CH:12]=1, predict the reaction product. The product is: [CH3:1][C:2]1[O:6][N:5]=[CH:4][C:3]=1[C:7]([N:24]1[CH2:25][CH2:26][CH2:27][C@H:22]([C:20]2[O:19][N:18]=[C:17]([C:11]3[CH:16]=[CH:15][CH:14]=[CH:13][CH:12]=3)[N:21]=2)[CH2:23]1)=[O:9]. (2) Given the reactants [NH2:1][C@:2]12[CH2:37][CH2:36][C@@H:35]([C:38]([CH3:40])=[CH2:39])[C@@H:3]1[C@@H:4]1[C@@:17]([CH3:20])([CH2:18][CH2:19]2)[C@@:16]2([CH3:21])[C@@H:7]([C@:8]3([CH3:34])[C@@H:13]([CH2:14][CH2:15]2)[C:12]([CH3:23])([CH3:22])[C:11]([C:24]2[CH:33]=[CH:32][C:27]([C:28]([O:30]C)=[O:29])=[CH:26][CH:25]=2)=[CH:10][CH2:9]3)[CH2:6][CH2:5]1.CN(C)CCC(N[C@]12CC[C@@H](C(C)=C)[C@@H]1[C@@H]1[C@@](C)(CC2)[C@@]2(C)[C@@H]([C@]3(C)[C@@H](CC2)C(C)(C)C(C2C=CC(C(O)=O)=CC=2)=CC3)CC1)=O.[C:87]([O:91][C:92]([N:94]1[CH2:98][C:97]([F:100])([F:99])[CH2:96][C@H:95]1[C:101]([OH:103])=O)=[O:93])([CH3:90])([CH3:89])[CH3:88], predict the reaction product. The product is: [C:87]([O:91][C:92]([N:94]1[CH2:98][C:97]([F:99])([F:100])[CH2:96][C@H:95]1[C:101]([NH:1][C@:2]12[CH2:37][CH2:36][C@@H:35]([C:38]([CH3:40])=[CH2:39])[C@@H:3]1[C@@H:4]1[C@@:17]([CH3:20])([CH2:18][CH2:19]2)[C@@:16]2([CH3:21])[C@@H:7]([C@:8]3([CH3:34])[C@@H:13]([CH2:14][CH2:15]2)[C:12]([CH3:23])([CH3:22])[C:11]([C:24]2[CH:25]=[CH:26][C:27]([C:28]([OH:30])=[O:29])=[CH:32][CH:33]=2)=[CH:10][CH2:9]3)[CH2:6][CH2:5]1)=[O:103])=[O:93])([CH3:88])([CH3:89])[CH3:90].